From a dataset of Reaction yield outcomes from USPTO patents with 853,638 reactions. Predict the reaction yield, written as a fraction of the theoretical maximum amount of product (1.0 means a 100% yield; for example, 0.34 means a 34% yield). (1) The reactants are [C:1]([C:3]1[CH:8]=[CH:7][N:6]=[C:5]([C:9]2[C:17]3[C:12](=[CH:13][CH:14]=[C:15]([C:18]([O:20]C)=O)[CH:16]=3)[NH:11][C:10]=2[OH:22])[CH:4]=1)#[N:2].[CH3:23][O:24][CH2:25][CH2:26][NH2:27]. No catalyst specified. The product is [C:1]([C:3]1[CH:8]=[CH:7][N:6]=[C:5]([C:9]2[C:17]3[C:12](=[CH:13][CH:14]=[C:15]([C:18]([NH:27][CH2:26][CH2:25][O:24][CH3:23])=[O:20])[CH:16]=3)[NH:11][C:10]=2[OH:22])[CH:4]=1)#[N:2]. The yield is 0.0800. (2) The reactants are [Cl:1][C:2]1[CH:3]=[C:4]([CH:7]=[CH:8][C:9]=1[CH3:10])[C:5]#[N:6].C1C(=O)N([Br:18])C(=O)C1. The catalyst is C(Cl)(Cl)(Cl)Cl.N(C(C)(C)C#N)=NC(C)(C)C#N. The product is [Br:18][CH2:10][C:9]1[CH:8]=[CH:7][C:4]([C:5]#[N:6])=[CH:3][C:2]=1[Cl:1]. The yield is 0.680. (3) The yield is 0.250. The catalyst is C(=S)=S. The product is [Br:1][C:15]1[C:10]([OH:9])=[C:11]([C:16](=[O:18])[CH3:17])[CH:12]=[CH:13][CH:14]=1. The reactants are [Br:1]N1C(=O)CCC1=O.[OH:9][C:10]1[CH:15]=[CH:14][CH:13]=[CH:12][C:11]=1[C:16](=[O:18])[CH3:17].C(NC(C)C)(C)C.O. (4) The reactants are [F:1][C:2]([F:14])([F:13])[O:3][C:4]1[CH:5]=[C:6]([CH:10]=[CH:11][CH:12]=1)[C:7]([OH:9])=O.C(Cl)(=O)C(Cl)=O.O1CCCC1.[NH2:26][C:27]1[CH:28]=[C:29]([CH:46]=[CH:47][CH:48]=1)[O:30][C:31]1[CH:32]=[CH:33][C:34]2[N:35]([CH:37]=[C:38]([NH:40][C:41]([CH:43]3[CH2:45][CH2:44]3)=[O:42])[N:39]=2)[N:36]=1. The catalyst is CN(C)C=O.CN1CCCC1=O. The product is [CH:43]1([C:41]([NH:40][C:38]2[N:39]=[C:34]3[CH:33]=[CH:32][C:31]([O:30][C:29]4[CH:28]=[C:27]([NH:26][C:7](=[O:9])[C:6]5[CH:10]=[CH:11][CH:12]=[C:4]([O:3][C:2]([F:1])([F:14])[F:13])[CH:5]=5)[CH:48]=[CH:47][CH:46]=4)=[N:36][N:35]3[CH:37]=2)=[O:42])[CH2:44][CH2:45]1. The yield is 0.540. (5) The reactants are Br[C:2]1[CH:7]=[CH:6][C:5]([C:8]([F:11])([F:10])[F:9])=[CH:4][N:3]=1.[CH3:12][O:13][C:14]1[CH:19]=[C:18](B2OC(C)(C)C(C)(C)O2)[CH:17]=[CH:16][N:15]=1. No catalyst specified. The product is [CH3:12][O:13][C:14]1[CH:19]=[C:18]([C:2]2[CH:7]=[CH:6][C:5]([C:8]([F:11])([F:10])[F:9])=[CH:4][N:3]=2)[CH:17]=[CH:16][N:15]=1. The yield is 0.620. (6) The reactants are [CH3:1][C:2]([CH3:16])([CH2:8][O:9][CH:10]1[CH2:15][CH2:14][CH2:13][CH2:12][O:11]1)[C:3](=O)[CH2:4][C:5]#[N:6].[OH-:17].[Na+].S(O)(O)(=O)=O.[NH2:24]O. The catalyst is O. The product is [CH3:1][C:2]([C:3]1[CH:4]=[C:5]([NH2:6])[O:17][N:24]=1)([CH3:16])[CH2:8][O:9][CH:10]1[CH2:15][CH2:14][CH2:13][CH2:12][O:11]1. The yield is 0.600. (7) The reactants are [SH:1][C:2]1[CH:7]=[CH:6][C:5]([N+:8]([O-:10])=[O:9])=[CH:4][N:3]=1.CC(C)=O.Cl[CH2:16][C:17]1[CH:24]=[CH:23][C:20]([CH:21]=[O:22])=[CH:19][CH:18]=1.C(=O)([O-])[O-].[K+].[K+]. The catalyst is O. The product is [N+:8]([C:5]1[CH:6]=[CH:7][C:2]([S:1][CH2:16][C:17]2[CH:24]=[CH:23][C:20]([CH:21]=[O:22])=[CH:19][CH:18]=2)=[N:3][CH:4]=1)([O-:10])=[O:9]. The yield is 0.933.